From a dataset of NCI-60 drug combinations with 297,098 pairs across 59 cell lines. Regression. Given two drug SMILES strings and cell line genomic features, predict the synergy score measuring deviation from expected non-interaction effect. (1) Drug 1: CC12CCC3C(C1CCC2O)C(CC4=C3C=CC(=C4)O)CCCCCCCCCS(=O)CCCC(C(F)(F)F)(F)F. Drug 2: C1=NC2=C(N1)C(=S)N=CN2. Cell line: SF-295. Synergy scores: CSS=9.44, Synergy_ZIP=-0.395, Synergy_Bliss=0.471, Synergy_Loewe=-29.1, Synergy_HSA=-0.724. (2) Drug 1: CC12CCC(CC1=CCC3C2CCC4(C3CC=C4C5=CN=CC=C5)C)O. Drug 2: C1=CC(=CC=C1C#N)C(C2=CC=C(C=C2)C#N)N3C=NC=N3. Cell line: SW-620. Synergy scores: CSS=1.90, Synergy_ZIP=0.153, Synergy_Bliss=-0.567, Synergy_Loewe=-3.03, Synergy_HSA=-2.82. (3) Drug 1: C1CC(=O)NC(=O)C1N2CC3=C(C2=O)C=CC=C3N. Drug 2: CC12CCC3C(C1CCC2=O)CC(=C)C4=CC(=O)C=CC34C. Cell line: HOP-92. Synergy scores: CSS=40.6, Synergy_ZIP=1.90, Synergy_Bliss=0.160, Synergy_Loewe=1.07, Synergy_HSA=1.10.